Dataset: Forward reaction prediction with 1.9M reactions from USPTO patents (1976-2016). Task: Predict the product of the given reaction. (1) Given the reactants Cl[C:2]1[C:11]2[C:6](=[CH:7][N:8]=[C:9](F)[CH:10]=2)[N:5]=[CH:4][C:3]=1[C:13]#[N:14].[F:15][C:16]([F:26])([F:25])[O:17][C:18]1[CH:24]=[CH:23][C:21]([NH2:22])=[CH:20][CH:19]=1.[NH2:27][CH2:28][C:29]1[CH:30]=[N:31][CH:32]=[CH:33][CH:34]=1, predict the reaction product. The product is: [N:31]1[CH:32]=[CH:33][CH:34]=[C:29]([CH2:28][NH:27][C:9]2[CH:10]=[C:11]3[C:6](=[CH:7][N:8]=2)[N:5]=[CH:4][C:3]([C:13]#[N:14])=[C:2]3[NH:22][C:21]2[CH:23]=[CH:24][C:18]([O:17][C:16]([F:25])([F:26])[F:15])=[CH:19][CH:20]=2)[CH:30]=1. (2) Given the reactants [CH3:1][O:2][C:3](=[O:27])[CH2:4][CH2:5][CH2:6][CH2:7][CH2:8][O:9][C:10]1[CH:11]=[CH:12][C:13]2[N:17]=[C:16](Cl)[N:15]([C:19]3[CH:24]=[CH:23][C:22]([CH3:25])=[CH:21][CH:20]=3)[C:14]=2[CH:26]=1.CN(C)C=O.[NH:33]1[CH2:38][CH2:37][CH2:36][CH2:35][CH2:34]1, predict the reaction product. The product is: [CH3:1][O:2][C:3](=[O:27])[CH2:4][CH2:5][CH2:6][CH2:7][CH2:8][O:9][C:10]1[CH:11]=[CH:12][C:13]2[N:17]=[C:16]([N:33]3[CH2:38][CH2:37][CH2:36][CH2:35][CH2:34]3)[N:15]([C:19]3[CH:24]=[CH:23][C:22]([CH3:25])=[CH:21][CH:20]=3)[C:14]=2[CH:26]=1. (3) Given the reactants [CH3:1][C:2]([CH:4]=O)=[O:3].[C:6]([OH:11])(=O)[C:7](O)=O.[CH2:12]([NH:14][NH2:15])[CH3:13].[C:16](O)(=O)C, predict the reaction product. The product is: [CH2:12]([N:14]1[C:7]([CH3:16])=[C:6]([OH:11])[C:4]([C:2](=[O:3])[CH3:1])=[N:15]1)[CH3:13].